From a dataset of Reaction yield outcomes from USPTO patents with 853,638 reactions. Predict the reaction yield, written as a fraction of the theoretical maximum amount of product (1.0 means a 100% yield; for example, 0.34 means a 34% yield). (1) The reactants are C(OC([N:8]1[C:12]2[CH:13]=[CH:14][CH:15]=[CH:16][C:11]=2[N:10]=[C:9]1[CH2:17][N:18]([CH2:29][C:30]1[CH:35]=[CH:34][C:33]([CH2:36][NH:37]C(OC(C)(C)C)=O)=[CH:32][CH:31]=1)[CH:19]1[CH2:28][C:27]2[N:26]=[CH:25][CH:24]=[CH:23][C:22]=2[CH2:21][CH2:20]1)=O)(C)(C)C.C(O)(C(F)(F)F)=O. The catalyst is C(Cl)Cl. The product is [NH2:37][CH2:36][C:33]1[CH:32]=[CH:31][C:30]([CH2:29][N:18]([CH2:17][C:9]2[NH:8][C:12]3[CH:13]=[CH:14][CH:15]=[CH:16][C:11]=3[N:10]=2)[CH:19]2[CH2:28][C:27]3[N:26]=[CH:25][CH:24]=[CH:23][C:22]=3[CH2:21][CH2:20]2)=[CH:35][CH:34]=1. The yield is 0.890. (2) The reactants are [F:1][C:2]([F:6])([F:5])[CH2:3][O-:4].[Na+].[Na].FC(F)(F)CO.[Cl:15][C:16]1[CH:21]=[C:20](F)[C:19]([CH3:23])=[CH:18][C:17]=1[N+:24]([O-:26])=[O:25].C(O)(=O)CC(CC(O)=O)(C(O)=O)O.[H-].[Na+]. The catalyst is CN(C=O)C.O. The product is [Cl:15][C:16]1[CH:21]=[C:20]([O:4][CH2:3][C:2]([F:6])([F:5])[F:1])[C:19]([CH3:23])=[CH:18][C:17]=1[N+:24]([O-:26])=[O:25]. The yield is 0.530. (3) The reactants are [CH3:1][O:2][C:3]1[CH:4]=[C:5]2[C:10](=[C:11]([NH2:13])[CH:12]=1)[N:9]=[CH:8][CH:7]=[CH:6]2.[Cl:14][C:15]1[CH:20]=[C:19]([Cl:21])[CH:18]=[CH:17][C:16]=1[S:22](Cl)(=[O:24])=[O:23]. No catalyst specified. The product is [Cl:14][C:15]1[CH:20]=[C:19]([Cl:21])[CH:18]=[CH:17][C:16]=1[S:22]([NH:13][C:11]1[CH:12]=[C:3]([O:2][CH3:1])[CH:4]=[C:5]2[C:10]=1[N:9]=[CH:8][CH:7]=[CH:6]2)(=[O:24])=[O:23]. The yield is 0.530. (4) The product is [F:1][C:2]1[C:3]([N:11]2[N:15]=[CH:14][CH:13]=[N:12]2)=[C:4]([CH:8]=[CH:9][CH:10]=1)[C:5]([N:34]1[C@H:27]2[C@H:32]([CH2:31][CH2:30][N:29]([C:35]([O:37][C:38]([CH3:41])([CH3:40])[CH3:39])=[O:36])[CH2:28]2)[CH2:33]1)=[O:7]. The yield is 0.860. The reactants are [F:1][C:2]1[C:3]([N:11]2[N:15]=[CH:14][CH:13]=[N:12]2)=[C:4]([CH:8]=[CH:9][CH:10]=1)[C:5]([OH:7])=O.CN(C=O)C.C(Cl)(=O)C(Cl)=O.[C@H:27]12[NH:34][CH2:33][C@H:32]1[CH2:31][CH2:30][N:29]([C:35]([O:37][C:38]([CH3:41])([CH3:40])[CH3:39])=[O:36])[CH2:28]2. The catalyst is C(Cl)Cl. (5) The reactants are C([NH:4][CH:5]([C:9]1[CH:14]=[CH:13][CH:12]=[C:11]([O:15][CH2:16][C:17]2[CH:22]=[CH:21][CH:20]=[CH:19][C:18]=2[Cl:23])[C:10]=1[O:24][CH2:25][C:26]1[CH:31]=[CH:30][CH:29]=[CH:28][C:27]=1[Cl:32])[C:6]([OH:8])=[O:7])(=O)C.C(N(CC)CC)C.C1C=NC2N(O)N=NC=2C=1.[F:50][CH:51]([F:55])[C:52](O)=[O:53].CCN=C=NCCCN(C)C. The catalyst is C(Cl)Cl.CCOC(C)=O. The product is [Cl:32][C:27]1[CH:28]=[CH:29][CH:30]=[CH:31][C:26]=1[CH2:25][O:24][C:10]1[C:11]([O:15][CH2:16][C:17]2[CH:22]=[CH:21][CH:20]=[CH:19][C:18]=2[Cl:23])=[CH:12][CH:13]=[CH:14][C:9]=1[CH:5]([NH:4][C:52](=[O:53])[CH:51]([F:55])[F:50])[C:6]([OH:8])=[O:7]. The yield is 0.640. (6) The reactants are [NH2:1][C:2]1[C:11]2[C:6](=[CH:7][CH:8]=[CH:9][CH:10]=2)[CH:5]=[CH:4][C:3]=1[NH:12][C:13]1[CH:18]=[CH:17][C:16]([NH:19][C:20]([O:22][C:23]([CH3:26])([CH3:25])[CH3:24])=[O:21])=[CH:15][CH:14]=1.[C:27](Cl)(=[O:31])[C:28](Cl)=[O:29]. No catalyst specified. The product is [C:23]([O:22][C:20]([NH:19][C:16]1[CH:17]=[CH:18][C:13]([N:12]2[C:3]3[CH:4]=[CH:5][C:6]4[CH:7]=[CH:8][CH:9]=[CH:10][C:11]=4[C:2]=3[NH:1][C:28](=[O:29])[C:27]2=[O:31])=[CH:14][CH:15]=1)=[O:21])([CH3:26])([CH3:25])[CH3:24]. The yield is 0.380. (7) The reactants are [Br:1][C:2]1[CH:3]=[C:4]([N:8]2[C:16]3[C:11](=[CH:12][C:13]([C:17]4[CH:18]=[N:19][N:20]([CH3:22])[CH:21]=4)=[CH:14][CH:15]=3)[C:10]([C:23](O)=[O:24])=[N:9]2)[CH:5]=[CH:6][CH:7]=1.[Cl-].[NH4+:27]. No catalyst specified. The product is [Br:1][C:2]1[CH:3]=[C:4]([N:8]2[C:16]3[C:11](=[CH:12][C:13]([C:17]4[CH:18]=[N:19][N:20]([CH3:22])[CH:21]=4)=[CH:14][CH:15]=3)[C:10]([C:23]([NH2:27])=[O:24])=[N:9]2)[CH:5]=[CH:6][CH:7]=1. The yield is 0.960.